This data is from Forward reaction prediction with 1.9M reactions from USPTO patents (1976-2016). The task is: Predict the product of the given reaction. (1) The product is: [CH3:1][C:2]1[C:7]([O:8][C@@H:9]2[C@H:13]3[O:14][CH2:15][C@H:16]([NH:17][C:18]([NH:25][CH:29]4[CH2:28][CH2:34][CH2:33][CH:32]([C:31]([F:40])([F:39])[F:30])[CH2:37]4)=[O:19])[C@H:12]3[O:11][CH2:10]2)=[CH:6][CH:5]=[CH:4][N:3]=1. Given the reactants [CH3:1][C:2]1[C:7]([O:8][C@@H:9]2[C@H:13]3[O:14][CH2:15][C@H:16]([NH2:17])[C@H:12]3[O:11][CH2:10]2)=[CH:6][CH:5]=[CH:4][N:3]=1.[C:18]([N:25]1[CH:29]=[CH:28]N=C1)(N1C=CN=C1)=[O:19].[F:30][C:31]([F:40])([F:39])[CH:32]1[CH2:37]CC[CH:34](N)[CH2:33]1, predict the reaction product. (2) Given the reactants [CH:1]1([CH:7]2[C:16]3[C:11](=[CH:12][CH:13]=[C:14]([O:17][CH3:18])[CH:15]=3)[CH2:10][CH2:9][N:8]2[C:19](=[O:34])[CH2:20][NH:21][CH2:22][CH2:23][O:24][C@@H:25]2[CH2:29][CH2:28][CH2:27][C@@H:26]2[O:30]COC)[CH2:6][CH2:5][CH2:4][CH2:3][CH2:2]1.Cl.CCOC(C)=O, predict the reaction product. The product is: [CH:1]1([CH:7]2[C:16]3[C:11](=[CH:12][CH:13]=[C:14]([O:17][CH3:18])[CH:15]=3)[CH2:10][CH2:9][N:8]2[C:19](=[O:34])[CH2:20][NH:21][CH2:22][CH2:23][O:24][C@H:25]2[CH2:29][CH2:28][CH2:27][C@H:26]2[OH:30])[CH2:6][CH2:5][CH2:4][CH2:3][CH2:2]1. (3) Given the reactants [CH:1]1([CH2:4][O:5][C:6]2[CH:11]=[C:10]([F:12])[CH:9]=[CH:8][C:7]=2[C:13]2[C:14]3[N:21]([CH2:22][O:23][CH2:24][CH2:25][Si:26]([CH3:29])([CH3:28])[CH3:27])[C:20]([CH3:30])=[C:19]([C:31]([OH:33])=O)[C:15]=3[N:16]=[CH:17][N:18]=2)[CH2:3][CH2:2]1.[NH2:34][C@H:35]1[CH2:40][CH2:39][C@H:38]([NH:41][C:42](=[O:48])[O:43][C:44]([CH3:47])([CH3:46])[CH3:45])[CH2:37][CH2:36]1, predict the reaction product. The product is: [C:44]([O:43][C:42](=[O:48])[NH:41][C@H:38]1[CH2:37][CH2:36][C@H:35]([NH:34][C:31]([C:19]2[C:15]3[N:16]=[CH:17][N:18]=[C:13]([C:7]4[CH:8]=[CH:9][C:10]([F:12])=[CH:11][C:6]=4[O:5][CH2:4][CH:1]4[CH2:2][CH2:3]4)[C:14]=3[N:21]([CH2:22][O:23][CH2:24][CH2:25][Si:26]([CH3:29])([CH3:28])[CH3:27])[C:20]=2[CH3:30])=[O:33])[CH2:40][CH2:39]1)([CH3:47])([CH3:45])[CH3:46]. (4) Given the reactants Br[C:2]1[C:3]([N:22]([CH2:26][CH3:27])[CH2:23][CH2:24][OH:25])=[N:4][CH:5]=[C:6]([CH:21]=1)[C:7]([NH:9][C:10]1[CH:15]=[CH:14][C:13]([O:16][C:17]([F:20])([F:19])[F:18])=[CH:12][CH:11]=1)=[O:8].CC1(C)C(C)(C)OB([C:36]2[CH:37]=[N:38][CH:39]=[C:40]([CH:43]=2)[C:41]#[N:42])O1, predict the reaction product. The product is: [C:41]([C:40]1[CH:43]=[C:36]([C:2]2[C:3]([N:22]([CH2:26][CH3:27])[CH2:23][CH2:24][OH:25])=[N:4][CH:5]=[C:6]([C:7]([NH:9][C:10]3[CH:15]=[CH:14][C:13]([O:16][C:17]([F:20])([F:19])[F:18])=[CH:12][CH:11]=3)=[O:8])[CH:21]=2)[CH:37]=[N:38][CH:39]=1)#[N:42]. (5) Given the reactants C(OC([N:8]1[C:12]2([CH2:16][CH2:15][CH2:14][CH:13]2[C:17]2[CH:22]=[CH:21][C:20]([Br:23])=[CH:19][CH:18]=2)[C:11](=[O:24])[N:10]([C:25]2[CH:30]=[C:29]([Cl:31])[CH:28]=[C:27]([Cl:32])[CH:26]=2)[C:9]1=[S:33])=O)(C)(C)C.C(O)(C(F)(F)F)=O.C(Cl)Cl.O, predict the reaction product. The product is: [Br:23][C:20]1[CH:19]=[CH:18][C:17]([CH:13]2[CH2:14][CH2:15][CH2:16][C:12]32[NH:8][C:9](=[S:33])[N:10]([C:25]2[CH:30]=[C:29]([Cl:31])[CH:28]=[C:27]([Cl:32])[CH:26]=2)[C:11]3=[O:24])=[CH:22][CH:21]=1. (6) Given the reactants Cl[C:2]1[C:3]2[C:4](=[CH:13][N:14](CC3C=CC(OC)=CC=3)[N:15]=2)[N:5]=[C:6]([C:8]2[CH:12]=[CH:11][S:10][CH:9]=2)[N:7]=1.[NH2:25][C:26]1[CH:27]=[C:28]([OH:32])[CH:29]=[CH:30][CH:31]=1.Cl, predict the reaction product. The product is: [S:10]1[CH:11]=[CH:12][C:8]([C:6]2[N:7]=[C:2]([NH:25][C:26]3[CH:27]=[C:28]([OH:32])[CH:29]=[CH:30][CH:31]=3)[C:3]3[NH:15][N:14]=[CH:13][C:4]=3[N:5]=2)=[CH:9]1.